The task is: Predict the product of the given reaction.. This data is from Forward reaction prediction with 1.9M reactions from USPTO patents (1976-2016). (1) The product is: [N:1]1[CH:2]=[CH:3][C:4]([C:7]2[N:8]=[C:9]([CH2:12][NH:13][C:19]([C:15]3[S:14][CH:18]=[CH:17][CH:16]=3)=[O:20])[NH:10][CH:11]=2)=[CH:5][CH:6]=1. Given the reactants [N:1]1[CH:6]=[CH:5][C:4]([C:7]2[N:8]=[C:9]([CH2:12][NH2:13])[NH:10][CH:11]=2)=[CH:3][CH:2]=1.[S:14]1[CH:18]=[CH:17][CH:16]=[C:15]1[C:19](O)=[O:20].CCN(CC)CC.CN(C(ON1N=NC2C=CC=NC1=2)=[N+](C)C)C.F[P-](F)(F)(F)(F)F, predict the reaction product. (2) Given the reactants [CH3:1][CH:2]([CH3:18])[CH2:3][N:4]1[C:16]2[C:15]3[N:14]=[CH:13][CH:12]=[CH:11][C:10]=3[N:9]=[C:8]([NH2:17])[C:7]=2[N:6]=[CH:5]1.[H][H], predict the reaction product. The product is: [CH3:1][CH:2]([CH3:18])[CH2:3][N:4]1[C:16]2[C:15]3[NH:14][CH2:13][CH2:12][CH2:11][C:10]=3[N:9]=[C:8]([NH2:17])[C:7]=2[N:6]=[CH:5]1. (3) Given the reactants [O:1]1[CH2:6][CH:5]=[C:4]([C:7]2[C:8]3[N:9]([N:14]=[C:15]([NH2:17])[N:16]=3)[CH:10]=[C:11]([CH3:13])[CH:12]=2)[CH2:3][CH2:2]1.[CH3:18][C:19]1[N:24]=[CH:23][N:22]=[C:21]([N:25]2[CH2:30][CH2:29][C:28](=O)[CH2:27][CH2:26]2)[CH:20]=1.C(Cl)Cl, predict the reaction product. The product is: [O:1]1[CH2:2][CH:3]=[C:4]([C:7]2[C:8]3[N:9]([N:14]=[C:15]([NH:17][CH:28]4[CH2:29][CH2:30][N:25]([C:21]5[CH:20]=[C:19]([CH3:18])[N:24]=[CH:23][N:22]=5)[CH2:26][CH2:27]4)[N:16]=3)[CH:10]=[C:11]([CH3:13])[CH:12]=2)[CH2:5][CH2:6]1. (4) The product is: [F:14][C:15]1[CH:23]=[CH:22][C:21]2[N:20]([C:34]3[CH:35]=[N:36][CH:37]=[CH:38][CH:39]=3)[C:19]3[CH:24]=[N:25][N:26]([CH:27]4[CH2:32][CH2:31][CH2:30][CH2:29][O:28]4)[C:18]=3[C:17]=2[CH:16]=1. Given the reactants C(P(C(C)(C)C)C(C)(C)C)(C)(C)C.[F:14][C:15]1[CH:23]=[CH:22][C:21]2[NH:20][C:19]3[CH:24]=[N:25][N:26]([CH:27]4[CH2:32][CH2:31][CH2:30][CH2:29][O:28]4)[C:18]=3[C:17]=2[CH:16]=1.Br[C:34]1[CH:35]=[N:36][CH:37]=[CH:38][CH:39]=1.C([O-])([O-])=O.[K+].[K+].C1OCCOCCOCCOCCOCCOC1, predict the reaction product. (5) Given the reactants [Br:1][C:2]1[CH:3]=[C:4]2[C:9](=[CH:10][C:11]=1[CH2:12][N:13]1[CH2:18][CH2:17][NH:16][CH2:15][CH2:14]1)[N:8]=[CH:7][N:6]([NH:19][C:20]1[CH:25]=[C:24]([Cl:26])[CH:23]=[CH:22][C:21]=1[S:27]([CH2:30][CH3:31])(=[O:29])=[O:28])[C:5]2=[O:32].[CH3:33][C:34]1([CH3:41])[O:39][CH2:38][C:37](=O)[CH2:36][O:35]1, predict the reaction product. The product is: [Br:1][C:2]1[CH:3]=[C:4]2[C:9](=[CH:10][C:11]=1[CH2:12][N:13]1[CH2:18][CH2:17][N:16]([CH:37]3[CH2:38][O:39][C:34]([CH3:41])([CH3:33])[O:35][CH2:36]3)[CH2:15][CH2:14]1)[N:8]=[CH:7][N:6]([NH:19][C:20]1[CH:25]=[C:24]([Cl:26])[CH:23]=[CH:22][C:21]=1[S:27]([CH2:30][CH3:31])(=[O:28])=[O:29])[C:5]2=[O:32]. (6) Given the reactants [CH3:1][N:2]1[C:6]([C:7]#[N:8])=[CH:5][C:4]([CH3:9])=[N:3]1, predict the reaction product. The product is: [CH3:1][N:2]1[C:6]([CH2:7][NH2:8])=[CH:5][C:4]([CH3:9])=[N:3]1. (7) Given the reactants N(OC(C)(C)C)=O.[C:8]([Cu])#[N:9].N[C:12]1[S:13][CH:14]=[C:15]([CH2:17][C:18]([O:20][CH2:21][CH3:22])=[O:19])[N:16]=1, predict the reaction product. The product is: [C:8]([C:12]1[S:13][CH:14]=[C:15]([CH2:17][C:18]([O:20][CH2:21][CH3:22])=[O:19])[N:16]=1)#[N:9]. (8) Given the reactants [F:1][C:2]([F:48])([F:47])[C:3]1[CH:4]=[C:5]([CH:40]=[C:41]([C:43]([F:46])([F:45])[F:44])[CH:42]=1)[C:6]([N:8]1[CH2:13][CH2:12][N:11]([CH2:14][CH2:15][N:16]2[CH2:21][CH2:20][O:19][C@H:18]([CH2:22][O:23][CH3:24])[CH2:17]2)[CH2:10][C@H:9]1[CH2:25][C:26]1[CH:31]=[CH:30][C:29]([CH3:32])=[C:28]([NH:33][C:34](=[O:39])[C:35]([F:38])([F:37])[F:36])[CH:27]=1)=[O:7].[H-].[Na+].[CH3:51]I, predict the reaction product. The product is: [F:48][C:2]([F:1])([F:47])[C:3]1[CH:4]=[C:5]([CH:40]=[C:41]([C:43]([F:45])([F:46])[F:44])[CH:42]=1)[C:6]([N:8]1[CH2:13][CH2:12][N:11]([CH2:14][CH2:15][N:16]2[CH2:21][CH2:20][O:19][C@H:18]([CH2:22][O:23][CH3:24])[CH2:17]2)[CH2:10][C@H:9]1[CH2:25][C:26]1[CH:31]=[CH:30][C:29]([CH3:32])=[C:28]([N:33]([CH3:51])[C:34](=[O:39])[C:35]([F:38])([F:37])[F:36])[CH:27]=1)=[O:7]. (9) Given the reactants [Cl:1][C:2]1[CH:3]=[C:4]([C:9]2[N:10]=[C:11]([N:20]3[CH:24]=[CH:23][N:22]=[C:21]3[CH3:25])[O:12][C:13]=2[CH2:14][CH2:15][C:16](OC)=[O:17])[CH:5]=[CH:6][C:7]=1[Cl:8].O.C(C(C(C([O-])=O)O)O)([O-])=O.[K+].[Na+].O.O.[Na+].[K+].C(C(C(C([O-])=O)O)O)([O-])=O, predict the reaction product. The product is: [Cl:1][C:2]1[CH:3]=[C:4]([C:9]2[N:10]=[C:11]([N:20]3[CH:24]=[CH:23][N:22]=[C:21]3[CH3:25])[O:12][C:13]=2[CH2:14][CH2:15][CH2:16][OH:17])[CH:5]=[CH:6][C:7]=1[Cl:8]. (10) Given the reactants [F:1][C:2]([F:13])([F:12])[C:3]1[N:11]=[C:6]2[CH:7]=[N:8][CH:9]=[CH:10][N:5]2[N:4]=1.C(OCC)(=O)C.CO.ClCCl, predict the reaction product. The product is: [F:12][C:2]([F:1])([F:13])[C:3]1[N:11]=[C:6]2[CH2:7][NH:8][CH2:9][CH2:10][N:5]2[N:4]=1.